Dataset: Full USPTO retrosynthesis dataset with 1.9M reactions from patents (1976-2016). Task: Predict the reactants needed to synthesize the given product. (1) Given the product [F:28][C:29]1[C:34]([O:35][CH3:36])=[CH:33][CH:32]=[CH:31][C:30]=1[C:37]1[O:41][N:40]=[C:39]([CH2:42][CH2:43][C@@:44]([CH3:52])([S:48]([CH3:51])(=[O:50])=[O:49])[C:45]([NH:60][O:59][CH:54]2[CH2:55][CH2:56][CH2:57][CH2:58][O:53]2)=[O:46])[CH:38]=1, predict the reactants needed to synthesize it. The reactants are: C(N(C(C)C)C(C)C)C.C(P1(=O)OP(CCC)(=O)OP(CCC)(=O)O1)CC.[F:28][C:29]1[C:34]([O:35][CH3:36])=[CH:33][CH:32]=[CH:31][C:30]=1[C:37]1[O:41][N:40]=[C:39]([CH2:42][CH2:43][C@@:44]([CH3:52])([S:48]([CH3:51])(=[O:50])=[O:49])[C:45](O)=[O:46])[CH:38]=1.[O:53]1[CH2:58][CH2:57][CH2:56][CH2:55][CH:54]1[O:59][NH2:60]. (2) The reactants are: [O:1]=[C:2]1[C:10]2([C:14]3=[CH:15][C:16]4[O:20][CH2:19][O:18][C:17]=4[CH:21]=[C:13]3[O:12][CH2:11]2)[C:9]2[C:4](=[CH:5][CH:6]=[CH:7][CH:8]=2)[N:3]1[CH2:22][C:23]1[O:24][CH:25]=[C:26]([C:28]([O:30]C)=[O:29])[N:27]=1.[OH-].[Na+].Cl. Given the product [O:1]=[C:2]1[C:10]2([C:14]3=[CH:15][C:16]4[O:20][CH2:19][O:18][C:17]=4[CH:21]=[C:13]3[O:12][CH2:11]2)[C:9]2[C:4](=[CH:5][CH:6]=[CH:7][CH:8]=2)[N:3]1[CH2:22][C:23]1[O:24][CH:25]=[C:26]([C:28]([OH:30])=[O:29])[N:27]=1, predict the reactants needed to synthesize it. (3) Given the product [N:21]1[C:29]2[CH2:28][C@H:27]([CH2:30][N:3]3[C:4]4=[N:9][C:8]([C:10]5[CH:15]=[CH:14][N:13]=[CH:12][CH:11]=5)=[CH:7][C:6](=[O:16])[N:5]4[CH2:17][CH2:18][CH:2]3[CH3:1])[CH2:26][C:25]=2[CH:24]=[CH:23][CH:22]=1, predict the reactants needed to synthesize it. The reactants are: [CH3:1][CH:2]1[CH2:18][CH2:17][N:5]2[C:6](=[O:16])[CH:7]=[C:8]([C:10]3[CH:15]=[CH:14][N:13]=[CH:12][CH:11]=3)[N:9]=[C:4]2[NH:3]1.[H-].[Na+].[N:21]1[C:29]2[CH2:28][C@H:27]([CH2:30]OS(C)(=O)=O)[CH2:26][C:25]=2[CH:24]=[CH:23][CH:22]=1.O. (4) Given the product [C:32]1(/[C:22](=[N:21]/[O:20][CH2:19][C:18]2[CH:17]=[CH:16][C:15]([O:14][CH2:2][C:3]3[O:7][N:6]=[C:5]([C:8]4[CH:13]=[CH:12][CH:11]=[CH:10][CH:9]=4)[N:4]=3)=[CH:39][CH:38]=2)/[CH2:23][CH2:24][CH2:25][CH2:26][C:27]([O:29][CH2:30][CH3:31])=[O:28])[CH:37]=[CH:36][CH:35]=[CH:34][CH:33]=1, predict the reactants needed to synthesize it. The reactants are: Cl[CH2:2][C:3]1[O:7][N:6]=[C:5]([C:8]2[CH:13]=[CH:12][CH:11]=[CH:10][CH:9]=2)[N:4]=1.[OH:14][C:15]1[CH:39]=[CH:38][C:18]([CH2:19][O:20]/[N:21]=[C:22](/[C:32]2[CH:37]=[CH:36][CH:35]=[CH:34][CH:33]=2)\[CH2:23][CH2:24][CH2:25][CH2:26][C:27]([O:29][CH2:30][CH3:31])=[O:28])=[CH:17][CH:16]=1.C(=O)([O-])[O-].[K+].[K+].CN(C)C=O. (5) Given the product [NH2:1][C:2]1[CH:3]=[C:4]([Cl:14])[C:5]2[N:9]=[C:8]([CH:10]([F:11])[F:12])[N:7]([C:20]3[N:21]=[C:16]([Cl:15])[N:17]=[C:18]([N:23]4[CH2:24][CH2:25][O:26][CH2:27][CH2:28]4)[N:19]=3)[C:6]=2[CH:13]=1, predict the reactants needed to synthesize it. The reactants are: [NH2:1][C:2]1[CH:3]=[C:4]([Cl:14])[C:5]2[NH:9][C:8]([CH:10]([F:12])[F:11])=[N:7][C:6]=2[CH:13]=1.[Cl:15][C:16]1[N:21]=[C:20](Cl)[N:19]=[C:18]([N:23]2[CH2:28][CH2:27][O:26][CH2:25][CH2:24]2)[N:17]=1.C(=O)([O-])[O-].[K+].[K+]. (6) Given the product [Cl:1][C:2]1[CH:35]=[CH:34][CH:33]=[CH:32][C:3]=1[C:4](=[S:37])[N:6]([CH:15]1[CH2:20][CH2:19][N:18]([S:21]([C:24]2[CH:29]=[CH:28][C:27]([CH2:30][CH3:31])=[CH:26][CH:25]=2)(=[O:23])=[O:22])[CH2:17][CH2:16]1)[C:7]1[CH:12]=[CH:11][C:10]([O:13][CH3:14])=[CH:9][CH:8]=1, predict the reactants needed to synthesize it. The reactants are: [Cl:1][C:2]1[CH:35]=[CH:34][CH:33]=[CH:32][C:3]=1[C:4]([N:6]([CH:15]1[CH2:20][CH2:19][N:18]([S:21]([C:24]2[CH:29]=[CH:28][C:27]([CH2:30][CH3:31])=[CH:26][CH:25]=2)(=[O:23])=[O:22])[CH2:17][CH2:16]1)[C:7]1[CH:12]=[CH:11][C:10]([O:13][CH3:14])=[CH:9][CH:8]=1)=O.P12(SP3(SP(SP(S3)(S1)=S)(=S)S2)=S)=[S:37]. (7) Given the product [CH3:1][C:2]1[CH:7]=[C:6]([O:8][C@@H:9]2[CH2:13][CH2:12][O:11][CH2:10]2)[CH:5]=[C:4]([CH3:14])[C:3]=1[C:15]1[CH:20]=[CH:19][CH:18]=[C:17]([CH2:21][O:22][C:24]2[CH:37]=[CH:36][C:27]3[C@H:28]([CH2:31][C:32]([O:34][CH3:35])=[O:33])[CH2:29][O:30][C:26]=3[CH:25]=2)[CH:16]=1, predict the reactants needed to synthesize it. The reactants are: [CH3:1][C:2]1[CH:7]=[C:6]([O:8][C@@H:9]2[CH2:13][CH2:12][O:11][CH2:10]2)[CH:5]=[C:4]([CH3:14])[C:3]=1[C:15]1[CH:20]=[CH:19][CH:18]=[C:17]([CH2:21][OH:22])[CH:16]=1.O[C:24]1[CH:37]=[CH:36][C:27]2[C@H:28]([CH2:31][C:32]([O:34][CH3:35])=[O:33])[CH2:29][O:30][C:26]=2[CH:25]=1.C1(P(C2C=CC=CC=2)C2C=CC=CC=2)C=CC=CC=1.N(C(OC(C)C)=O)=NC(OC(C)C)=O. (8) Given the product [Br:1][C:2]1[CH:7]=[CH:6][C:5]([C:8]2[CH2:9][C:10]([C:15]3[CH:20]=[C:19]([Cl:21])[CH:18]=[C:17]([Cl:22])[CH:16]=3)([C:11]([F:14])([F:13])[F:12])[O:26][N:25]=2)=[CH:4][CH:3]=1, predict the reactants needed to synthesize it. The reactants are: [Br:1][C:2]1[CH:7]=[CH:6][C:5]([C:8](=O)[CH:9]=[C:10]([C:15]2[CH:20]=[C:19]([Cl:21])[CH:18]=[C:17]([Cl:22])[CH:16]=2)[C:11]([F:14])([F:13])[F:12])=[CH:4][CH:3]=1.Cl.[NH2:25][OH:26].[OH-].[Na+].C(OCC)(=O)C. (9) The reactants are: [CH:1]12[CH2:8][CH2:7][CH:4]([CH:5]=[CH:6]1)[CH2:3][CH:2]2[C:9]1([CH3:25])[NH:13][C:12](=[O:14])[N:11]([CH2:15][C:16]2[CH:21]=[CH:20][C:19]([O:22][CH3:23])=[CH:18][CH:17]=2)[C:10]1=[O:24].[CH3:26]I. Given the product [CH:1]12[CH2:8][CH2:7][CH:4]([CH:5]=[CH:6]1)[CH2:3][CH:2]2[C:9]1([CH3:25])[N:13]([CH3:26])[C:12](=[O:14])[N:11]([CH2:15][C:16]2[CH:17]=[CH:18][C:19]([O:22][CH3:23])=[CH:20][CH:21]=2)[C:10]1=[O:24], predict the reactants needed to synthesize it.